From a dataset of Catalyst prediction with 721,799 reactions and 888 catalyst types from USPTO. Predict which catalyst facilitates the given reaction. (1) Product: [NH:1]1[C:8]([C:10]2[CH:11]=[C:12]([C:16]3[CH:17]=[CH:18][C:19]4[O:23][C:22]([C:24]5[CH:29]=[CH:28][C:27]([F:30])=[CH:26][CH:25]=5)=[C:21]([C:31]([NH:33][CH3:34])=[O:32])[C:20]=4[CH:35]=3)[CH:13]=[CH:14][CH:15]=2)=[N:9][N:3]=[N:2]1. Reactant: [N:1]([Si](C)(C)C)=[N+:2]=[N-:3].[C:8]([C:10]1[CH:11]=[C:12]([C:16]2[CH:17]=[CH:18][C:19]3[O:23][C:22]([C:24]4[CH:29]=[CH:28][C:27]([F:30])=[CH:26][CH:25]=4)=[C:21]([C:31]([NH:33][CH3:34])=[O:32])[C:20]=3[CH:35]=2)[CH:13]=[CH:14][CH:15]=1)#[N:9].C([Sn](CCCC)=O)CCC. The catalyst class is: 11. (2) Reactant: C1(S([N:10]2[C:18]3[C:13](=[CH:14][C:15]([C:19]4[N:20]=[C:21]([I:25])[S:22][C:23]=4[CH3:24])=[CH:16][CH:17]=3)[CH:12]=[C:11]2[C:26]2[C:31]([F:32])=[CH:30][CH:29]=[CH:28][C:27]=2[F:33])(=O)=O)C=CC=CC=1.C([O-])([O-])=O.[Cs+].[Cs+]. Product: [F:32][C:31]1[CH:30]=[CH:29][CH:28]=[C:27]([F:33])[C:26]=1[C:11]1[NH:10][C:18]2[C:13]([CH:12]=1)=[CH:14][C:15]([C:19]1[N:20]=[C:21]([I:25])[S:22][C:23]=1[CH3:24])=[CH:16][CH:17]=2. The catalyst class is: 36. (3) Reactant: [NH:1]1[C:5]2[CH:6]=[CH:7][CH:8]=[CH:9][C:4]=2[N:3]=[C:2]1[CH2:10][N:11]([CH2:22][C:23]1[CH:30]=[CH:29][C:26]([CH:27]=O)=[CH:25][CH:24]=1)[CH:12]1[C:21]2[N:20]=[CH:19][CH:18]=[CH:17][C:16]=2[CH2:15][CH2:14][CH2:13]1.[NH2:31][C:32]1[CH:36]=[CH:35][NH:34][N:33]=1.[BH-](OC(C)=O)(OC(C)=O)OC(C)=O.[Na+]. Product: [NH:1]1[C:5]2[CH:6]=[CH:7][CH:8]=[CH:9][C:4]=2[N:3]=[C:2]1[CH2:10][N:11]([CH2:22][C:23]1[CH:30]=[CH:29][C:26]([CH2:27][NH:31][C:32]2[CH:36]=[CH:35][NH:34][N:33]=2)=[CH:25][CH:24]=1)[CH:12]1[C:21]2[N:20]=[CH:19][CH:18]=[CH:17][C:16]=2[CH2:15][CH2:14][CH2:13]1. The catalyst class is: 559.